Dataset: Full USPTO retrosynthesis dataset with 1.9M reactions from patents (1976-2016). Task: Predict the reactants needed to synthesize the given product. (1) The reactants are: [C:1]([O:5][C:6]([N:8]([CH3:40])[CH:9]1[CH:14]2[CH2:15][CH2:16][CH:10]1[CH2:11][N:12]([CH2:17][C@H:18]([NH:29]C(=O)OCC1C=CC=CC=1)[CH2:19][O:20][C:21]1[CH:26]=[CH:25][C:24]([C:27]#[N:28])=[CH:23][CH:22]=1)[CH2:13]2)=[O:7])([CH3:4])([CH3:3])[CH3:2]. Given the product [NH2:29][C@H:18]([CH2:19][O:20][C:21]1[CH:26]=[CH:25][C:24]([C:27]#[N:28])=[CH:23][CH:22]=1)[CH2:17][N:12]1[CH2:11][CH:10]2[CH:9]([N:8]([CH3:40])[C:6](=[O:7])[O:5][C:1]([CH3:2])([CH3:4])[CH3:3])[CH:14]([CH2:15][CH2:16]2)[CH2:13]1, predict the reactants needed to synthesize it. (2) Given the product [CH2:1]([O:4][C:5]1[CH:10]=[CH:9][C:8]([CH2:11][S:12][CH2:20][CH2:19][C:18]2[CH:17]=[CH:16][N:15]([CH3:34])[N:14]=2)=[CH:7][CH:6]=1)[CH:2]=[CH2:3], predict the reactants needed to synthesize it. The reactants are: [CH2:1]([O:4][C:5]1[CH:10]=[CH:9][C:8]([CH2:11][SH:12])=[CH:7][CH:6]=1)[CH:2]=[CH2:3].C[N:14]1[C:18]([CH2:19][CH2:20]OS(C2C=CC(C)=CC=2)(=O)=O)=[CH:17][CH:16]=[N:15]1.[H-].[Na+].[CH3:34]N(C)C=O. (3) Given the product [OH:29][C:21]1[CH:20]=[C:19]([C:17](=[O:18])[CH2:16][S:8][C:5]2[CH:6]=[CH:7][C:2]([CH3:1])=[CH:3][CH:4]=2)[CH:24]=[C:23]([N+:25]([O-:27])=[O:26])[C:22]=1[OH:28], predict the reactants needed to synthesize it. The reactants are: [CH3:1][C:2]1[CH:7]=[CH:6][C:5]([SH:8])=[CH:4][CH:3]=1.C(=O)([O-])[O-].[K+].[K+].Br[CH2:16][C:17]([C:19]1[CH:24]=[C:23]([N+:25]([O-:27])=[O:26])[C:22]([OH:28])=[C:21]([OH:29])[CH:20]=1)=[O:18]. (4) Given the product [CH2:1]([O:5][C:6]([C:8]1[N:13]=[C:12]([C:14]2[CH:19]=[CH:18][CH:17]=[CH:16][CH:15]=2)[C:11]2[C:20]([CH2:23][Br:31])=[N:21][S:22][C:10]=2[C:9]=1[O:24][C:25](=[O:30])[C:26]([CH3:29])([CH3:28])[CH3:27])=[O:7])[CH2:2][CH2:3][CH3:4], predict the reactants needed to synthesize it. The reactants are: [CH2:1]([O:5][C:6]([C:8]1[N:13]=[C:12]([C:14]2[CH:19]=[CH:18][CH:17]=[CH:16][CH:15]=2)[C:11]2[C:20]([CH3:23])=[N:21][S:22][C:10]=2[C:9]=1[O:24][C:25](=[O:30])[C:26]([CH3:29])([CH3:28])[CH3:27])=[O:7])[CH2:2][CH2:3][CH3:4].[Br:31]N1C(=O)CCC1=O. (5) The reactants are: Br[C:2]1[CH:7]=[CH:6][C:5]([Cl:8])=[C:4]([F:9])[C:3]=1[F:10].C([Mg]Cl)(C)C.C(O[B:20]1[O:24][C:23]([CH3:26])([CH3:25])[C:22]([CH3:28])([CH3:27])[O:21]1)(C)C. Given the product [Cl:8][C:5]1[CH:6]=[CH:7][C:2]([B:20]2[O:24][C:23]([CH3:26])([CH3:25])[C:22]([CH3:28])([CH3:27])[O:21]2)=[C:3]([F:10])[C:4]=1[F:9], predict the reactants needed to synthesize it. (6) Given the product [NH:54]([C:63]([O:65][CH2:66][CH:67]1[C:68]2[C:73](=[CH:72][CH:71]=[CH:70][CH:69]=2)[C:74]2[C:79]1=[CH:78][CH:77]=[CH:76][CH:75]=2)=[O:64])[C@H:55]([C:33]([NH:1][C@H:2]([C:15]([NH:17][C@H:18]([C:29]([O:31][CH3:32])=[O:30])[CH2:19][C:20]1[C:28]2[C:23](=[CH:24][CH:25]=[CH:26][CH:27]=2)[NH:22][CH:21]=1)=[O:16])[CH2:3][CH2:4][C:5](=[O:14])[O:6][CH2:7][C:8]1[CH:13]=[CH:12][CH:11]=[CH:10][CH:9]=1)=[O:34])[C@H:56]([CH2:58][CH3:59])[CH3:57], predict the reactants needed to synthesize it. The reactants are: [NH:1]([C:33](OC(C)(C)C)=[O:34])[C@H:2]([C:15]([NH:17][C@H:18]([C:29]([O:31][CH3:32])=[O:30])[CH2:19][C:20]1[C:28]2[C:23](=[CH:24][CH:25]=[CH:26][CH:27]=2)[NH:22][CH:21]=1)=[O:16])[CH2:3][CH2:4][C:5](=[O:14])[O:6][CH2:7][C:8]1[CH:13]=[CH:12][CH:11]=[CH:10][CH:9]=1.FC(F)(F)C(O)=O.CN1CCOCC1.[NH:54]([C:63]([O:65][CH2:66][CH:67]1[C:79]2[C:74](=[CH:75][CH:76]=[CH:77][CH:78]=2)[C:73]2[C:68]1=[CH:69][CH:70]=[CH:71][CH:72]=2)=[O:64])[C@H:55](C(O)=O)[C@H:56]([CH2:58][CH3:59])[CH3:57]. (7) Given the product [CH3:1][O:2][C:3]1[CH:4]=[C:5]([NH:6][C:16](=[O:17])[C:11]2[CH:12]=[CH:13][CH:14]=[CH:15][N:10]=2)[CH:7]=[CH:8][CH:9]=1, predict the reactants needed to synthesize it. The reactants are: [CH3:1][O:2][C:3]1[CH:4]=[C:5]([CH:7]=[CH:8][CH:9]=1)[NH2:6].[N:10]1[CH:15]=[CH:14][CH:13]=[CH:12][C:11]=1[C:16](O)=[O:17].CCN=C=NCCCN(C)C.Cl.CCN(CC)CC.OC1C2N=NNC=2C=CC=1. (8) Given the product [F:1][C:2]1[CH:3]=[C:4]([C:9]2[CH:18]=[N:17][C:16]3[C:11](=[CH:12][C:13]([C:23]4[S:24][CH:25]=[CH:26][CH:27]=4)=[C:14]([OH:22])[C:15]=3[C:19]([NH:31][CH2:32][C:33]([O:35][CH2:36][CH3:37])=[O:34])=[O:20])[N:10]=2)[CH:5]=[CH:6][C:7]=1[F:8], predict the reactants needed to synthesize it. The reactants are: [F:1][C:2]1[CH:3]=[C:4]([C:9]2[CH:18]=[N:17][C:16]3[C:15]([C:19](O)=[O:20])=[C:14]([OH:22])[C:13]([C:23]4[S:24][CH:25]=[CH:26][CH:27]=4)=[CH:12][C:11]=3[N:10]=2)[CH:5]=[CH:6][C:7]=1[F:8].Cl.C([NH:31][CH2:32][C:33]([OH:35])=[O:34])C.[CH2:36](N(CC)CC)[CH3:37].C1CN([P+](ON2N=NC3C=CC=CC2=3)(N2CCCC2)N2CCCC2)CC1.F[P-](F)(F)(F)(F)F. (9) Given the product [F:1][C:2]1[CH:48]=[CH:47][C:5]([CH2:6][N:7]2[C:16](=[O:17])[C:15]([C:18]3[NH:23][C:22]4[CH:24]=[CH:25][C:26]([NH:28][S:29]([NH2:32])(=[O:31])=[O:30])=[CH:27][C:21]=4[S:20](=[O:43])(=[O:44])[N:19]=3)=[C:14]([OH:45])[C@H:13]3[C@@H:8]2[C@H:9]2[CH2:46][C@@H:12]3[CH2:11][CH2:10]2)=[CH:4][CH:3]=1, predict the reactants needed to synthesize it. The reactants are: [F:1][C:2]1[CH:48]=[CH:47][C:5]([CH2:6][N:7]2[C:16](=[O:17])[C:15]([C:18]3[NH:23][C:22]4[CH:24]=[CH:25][C:26]([NH:28][S:29]([NH:32]C(=O)OCC5C=CC=CC=5)(=[O:31])=[O:30])=[CH:27][C:21]=4[S:20](=[O:44])(=[O:43])[N:19]=3)=[C:14]([OH:45])[C@H:13]3[C@@H:8]2[C@H:9]2[CH2:46][C@@H:12]3[CH2:11][CH2:10]2)=[CH:4][CH:3]=1. (10) Given the product [C:1]([O:5][C:6]([N:8]1[CH2:13][CH2:12][CH2:11][C:10]2([N:14]([C:15]3[CH:16]=[CH:17][CH:18]=[CH:19][CH:20]=3)[CH:24]=[N:22][C:21]2=[O:23])[CH2:9]1)=[O:7])([CH3:4])([CH3:2])[CH3:3], predict the reactants needed to synthesize it. The reactants are: [C:1]([O:5][C:6]([N:8]1[CH2:13][CH2:12][CH2:11][C:10]([C:21](=[O:23])[NH2:22])([NH:14][C:15]2[CH:20]=[CH:19][CH:18]=[CH:17][CH:16]=2)[CH2:9]1)=[O:7])([CH3:4])([CH3:3])[CH3:2].[CH:24](OCC)(OCC)OCC.C(O)(=O)C.